This data is from NCI-60 drug combinations with 297,098 pairs across 59 cell lines. The task is: Regression. Given two drug SMILES strings and cell line genomic features, predict the synergy score measuring deviation from expected non-interaction effect. Drug 1: C1CC2CC3=C(CC1C24CN(S(=O)(=O)N4)CC(F)(F)F)C=CC(=C3)C=CCN5CCC(CC5)C(F)(F)F. Drug 2: CCC1=C2CN3C(=CC4=C(C3=O)COC(=O)C4(CC)O)C2=NC5=C1C=C(C=C5)O. Cell line: NCIH23. Synergy scores: CSS=52.4, Synergy_ZIP=8.74, Synergy_Bliss=12.1, Synergy_Loewe=-6.90, Synergy_HSA=13.5.